Task: Regression. Given two drug SMILES strings and cell line genomic features, predict the synergy score measuring deviation from expected non-interaction effect.. Dataset: NCI-60 drug combinations with 297,098 pairs across 59 cell lines (1) Drug 1: C1CC(C1)(C(=O)O)C(=O)O.[NH2-].[NH2-].[Pt+2]. Drug 2: C1CN(CCN1C(=O)CCBr)C(=O)CCBr. Cell line: SNB-75. Synergy scores: CSS=18.8, Synergy_ZIP=-3.64, Synergy_Bliss=-0.348, Synergy_Loewe=1.84, Synergy_HSA=3.22. (2) Drug 1: CCCS(=O)(=O)NC1=C(C(=C(C=C1)F)C(=O)C2=CNC3=C2C=C(C=N3)C4=CC=C(C=C4)Cl)F. Drug 2: CN(C(=O)NC(C=O)C(C(C(CO)O)O)O)N=O. Cell line: MCF7. Synergy scores: CSS=-4.20, Synergy_ZIP=0.293, Synergy_Bliss=-6.69, Synergy_Loewe=-7.72, Synergy_HSA=-8.00. (3) Drug 1: CC=C1C(=O)NC(C(=O)OC2CC(=O)NC(C(=O)NC(CSSCCC=C2)C(=O)N1)C(C)C)C(C)C. Drug 2: CC(C)NC(=O)C1=CC=C(C=C1)CNNC.Cl. Cell line: M14. Synergy scores: CSS=50.7, Synergy_ZIP=-1.18, Synergy_Bliss=-0.0393, Synergy_Loewe=-14.2, Synergy_HSA=-1.19. (4) Drug 1: C(CN)CNCCSP(=O)(O)O. Drug 2: CCC1(C2=C(COC1=O)C(=O)N3CC4=CC5=C(C=CC(=C5CN(C)C)O)N=C4C3=C2)O.Cl. Cell line: SF-268. Synergy scores: CSS=36.7, Synergy_ZIP=-5.87, Synergy_Bliss=-6.84, Synergy_Loewe=-58.7, Synergy_HSA=-6.39. (5) Drug 1: CNC(=O)C1=CC=CC=C1SC2=CC3=C(C=C2)C(=NN3)C=CC4=CC=CC=N4. Drug 2: CCCCC(=O)OCC(=O)C1(CC(C2=C(C1)C(=C3C(=C2O)C(=O)C4=C(C3=O)C=CC=C4OC)O)OC5CC(C(C(O5)C)O)NC(=O)C(F)(F)F)O. Cell line: DU-145. Synergy scores: CSS=-1.34, Synergy_ZIP=-0.0168, Synergy_Bliss=0.971, Synergy_Loewe=-1.28, Synergy_HSA=-1.28.